The task is: Predict the reactants needed to synthesize the given product.. This data is from Full USPTO retrosynthesis dataset with 1.9M reactions from patents (1976-2016). (1) Given the product [O:28]=[S:2]1(=[O:1])[CH2:3][CH2:4][CH:5]([C:8]2[C:16]3[C:11](=[C:12]([C:25]([NH2:27])=[O:26])[CH:13]=[C:14]([C:17]4[CH:22]=[CH:21][CH:20]=[C:19]([CH2:23][NH:37][CH3:36])[CH:18]=4)[CH:15]=3)[NH:10][CH:9]=2)[CH2:6][CH2:7]1, predict the reactants needed to synthesize it. The reactants are: [O:1]=[S:2]1(=[O:28])[CH2:7][CH2:6][CH:5]([C:8]2[C:16]3[C:11](=[C:12]([C:25]([NH2:27])=[O:26])[CH:13]=[C:14]([C:17]4[CH:22]=[CH:21][CH:20]=[C:19]([CH:23]=O)[CH:18]=4)[CH:15]=3)[NH:10][CH:9]=2)[CH2:4][CH2:3]1.Cl.CN.C(O)(=O)C.[C:36]([BH3-])#[N:37].[Na+]. (2) Given the product [C:32]([N:29]1[CH2:30][CH2:31][C:5]2[N:4]([CH3:3])[C:12]3[CH:11]=[C:10]([N:13]4[CH2:18][CH2:17][N:16]([CH2:19][CH2:20][C:21]5[CH:26]=[CH:25][CH:24]=[CH:23][CH:22]=5)[CH2:15][C:14]4=[O:27])[CH:9]=[CH:8][C:7]=3[C:6]=2[CH2:28]1)(=[O:34])[CH3:33], predict the reactants needed to synthesize it. The reactants are: Cl.Cl.[CH3:3][N:4]1[C:12]2[CH:11]=[C:10]([N:13]3[CH2:18][CH2:17][N:16]([CH2:19][CH2:20][C:21]4[CH:26]=[CH:25][CH:24]=[CH:23][CH:22]=4)[CH2:15][C:14]3=[O:27])[CH:9]=[CH:8][C:7]=2[C:6]2[CH2:28][NH:29][CH2:30][CH2:31][C:5]1=2.[C:32](Cl)(=[O:34])[CH3:33].C(N(CC)CC)(C)C.C(=O)(O)[O-].[Na+]. (3) Given the product [Cl:41][CH2:40][O:39][C:37](=[O:38])[N:18]([C:16]1[CH:15]=[CH:14][C:13]([C:27](=[O:28])[C:29]2[CH:34]=[CH:33][CH:32]=[CH:31][C:30]=2[CH3:35])=[C:12]([Cl:11])[CH:17]=1)[C:19]1[CH:24]=[CH:23][C:22]([F:25])=[CH:21][C:20]=1[CH3:26], predict the reactants needed to synthesize it. The reactants are: C[Si]([N-][Si](C)(C)C)(C)C.[K+].[Cl:11][C:12]1[CH:17]=[C:16]([NH:18][C:19]2[CH:24]=[CH:23][C:22]([F:25])=[CH:21][C:20]=2[CH3:26])[CH:15]=[CH:14][C:13]=1[C:27]([C:29]1[CH:34]=[CH:33][CH:32]=[CH:31][C:30]=1[CH3:35])=[O:28].Cl[C:37]([O:39][CH2:40][Cl:41])=[O:38]. (4) Given the product [CH3:25][C:20]1([CH3:26])[C:21]([CH3:24])([CH3:23])[O:22][B:18]([C:2]2[CH:7]=[CH:6][CH:5]=[C:4]([S:8]([N:11]3[CH2:16][CH2:15][NH:14][CH2:13][CH:12]3[CH3:17])(=[O:10])=[O:9])[CH:3]=2)[O:19]1, predict the reactants needed to synthesize it. The reactants are: Br[C:2]1[CH:7]=[CH:6][CH:5]=[C:4]([S:8]([N:11]2[CH2:16][CH2:15][NH:14][CH2:13][CH:12]2[CH3:17])(=[O:10])=[O:9])[CH:3]=1.[B:18]1([B:18]2[O:22][C:21]([CH3:24])([CH3:23])[C:20]([CH3:26])([CH3:25])[O:19]2)[O:22][C:21]([CH3:24])([CH3:23])[C:20]([CH3:26])([CH3:25])[O:19]1.C([O-])(=O)C.[K+]. (5) Given the product [C:1]([C:4]1[CH:13]=[CH:12][C:7]2[N:8]([C:17]([O:19][CH2:20][CH:21]=[CH2:22])=[O:18])[C:9](=[O:11])[O:10][C:6]=2[CH:5]=1)(=[O:3])[CH3:2], predict the reactants needed to synthesize it. The reactants are: [C:1]([C:4]1[CH:13]=[CH:12][C:7]2[NH:8][C:9](=[O:11])[O:10][C:6]=2[CH:5]=1)(=[O:3])[CH3:2].[H-].[Na+].Cl[C:17]([O:19][CH2:20][CH:21]=[CH2:22])=[O:18].S([O-])(O)(=O)=O.[K+]. (6) Given the product [N+:1]([C:4]1[S:8][C:7]([C:9]([O:11][CH2:13][CH3:14])=[O:10])=[CH:6][CH:5]=1)([O-:3])=[O:2], predict the reactants needed to synthesize it. The reactants are: [N+:1]([C:4]1[S:8][C:7]([C:9]([OH:11])=[O:10])=[CH:6][CH:5]=1)([O-:3])=[O:2].O1CCO[CH2:14][CH2:13]1.Cl. (7) Given the product [Cl:1][C:2]1[N:3]=[N:4][C:5]([Cl:11])=[CH:6][C:7]=1[C:8]([O:10][CH2:15][CH3:16])=[O:9], predict the reactants needed to synthesize it. The reactants are: [Cl:1][C:2]1[N:3]=[N:4][C:5]([Cl:11])=[CH:6][C:7]=1[C:8]([OH:10])=[O:9].C(Cl)Cl.[CH2:15](O)[CH3:16].